From a dataset of Reaction yield outcomes from USPTO patents with 853,638 reactions. Predict the reaction yield, written as a fraction of the theoretical maximum amount of product (1.0 means a 100% yield; for example, 0.34 means a 34% yield). (1) The reactants are [CH3:1][O:2][C:3]1[C:8]([CH2:9]S([O-])(=O)=O)=[C:7]([CH3:14])[N:6]=[C:5]([C:15]2[C:20]([O:21][CH3:22])=[CH:19][C:18]([CH3:23])=[CH:17][C:16]=2[CH3:24])[N:4]=1.COC1[CH:32]=[C:31]([F:33])[CH:30]=[CH:29][C:28]=1B(O)O.[C:37](=[O:40])([O-])[O-].[Na+].[Na+]. The catalyst is C1(C)C=CC=CC=1.C(OCC)(=O)C.C1C=CC([P]([Pd]([P](C2C=CC=CC=2)(C2C=CC=CC=2)C2C=CC=CC=2)([P](C2C=CC=CC=2)(C2C=CC=CC=2)C2C=CC=CC=2)[P](C2C=CC=CC=2)(C2C=CC=CC=2)C2C=CC=CC=2)(C2C=CC=CC=2)C2C=CC=CC=2)=CC=1. The product is [F:33][C:31]1[CH:30]=[CH:29][C:28]([O:40][CH3:37])=[C:9]([C:8]2[C:3]([O:2][CH3:1])=[N:4][C:5]([C:15]3[C:20]([O:21][CH3:22])=[CH:19][C:18]([CH3:23])=[CH:17][C:16]=3[CH3:24])=[N:6][C:7]=2[CH3:14])[CH:32]=1. The yield is 0.500. (2) The reactants are C(OP(C#N)(=O)OCC)C.[NH2:11][C:12]1[N:13]=[CH:14][C:15]([C:22]2[CH:27]=[CH:26][C:25]([S:28]([CH:31]3[CH2:36][CH2:35][CH2:34][N:33]([C:37]([O:39][C:40]([CH3:43])([CH3:42])[CH3:41])=[O:38])[CH2:32]3)(=[O:30])=[O:29])=[CH:24][CH:23]=2)=[N:16][C:17]=1[C:18]([NH:20][NH2:21])=[O:19].[C:44]([O:48][C:49]([N:51]1[CH2:56][CH2:55][O:54][CH2:53][CH:52]1[C:57]1[CH:65]=[CH:64][C:60]([C:61](O)=O)=[CH:59][CH:58]=1)=[O:50])([CH3:47])([CH3:46])[CH3:45].CCN(CC)CC. The catalyst is CN(C=O)C.O.C(OCC)(=O)C. The product is [NH2:11][C:12]1[C:17]([C:18]2[O:19][C:61]([C:60]3[CH:59]=[CH:58][C:57]([CH:52]4[CH2:53][O:54][CH2:55][CH2:56][N:51]4[C:49]([O:48][C:44]([CH3:47])([CH3:46])[CH3:45])=[O:50])=[CH:65][CH:64]=3)=[N:21][N:20]=2)=[N:16][C:15]([C:22]2[CH:27]=[CH:26][C:25]([S:28]([CH:31]3[CH2:36][CH2:35][CH2:34][N:33]([C:37]([O:39][C:40]([CH3:43])([CH3:42])[CH3:41])=[O:38])[CH2:32]3)(=[O:30])=[O:29])=[CH:24][CH:23]=2)=[CH:14][N:13]=1. The yield is 0.510. (3) The reactants are [Cl:1][C:2]1[C:3]([CH:14]=O)=[N:4][CH:5]=[C:6]([N:8]([CH3:13])[CH:9]([CH3:12])[CH2:10][CH3:11])[N:7]=1.[CH2:16]([NH:23][CH2:24][C@@H:25]([OH:29])[CH2:26][O:27][CH3:28])[C:17]1[CH:22]=[CH:21][CH:20]=[CH:19][CH:18]=1.C(O[BH-](OC(=O)C)OC(=O)C)(=O)C.[Na+].C(=O)([O-])O.[Na+]. The catalyst is C(#N)C.C(O)(=O)C. The product is [CH2:16]([N:23]([CH2:14][C:3]1[C:2]([Cl:1])=[N:7][C:6]([N:8]([CH3:13])[CH:9]([CH3:12])[CH2:10][CH3:11])=[CH:5][N:4]=1)[CH2:24][C@@H:25]([OH:29])[CH2:26][O:27][CH3:28])[C:17]1[CH:22]=[CH:21][CH:20]=[CH:19][CH:18]=1. The yield is 0.640. (4) The reactants are [NH:1]([C:5]1[C:14]2[C:9](=[C:10]([Cl:15])[CH:11]=[CH:12][CH:13]=2)[CH:8]=[CH:7][CH:6]=1)C(C)=O.[N+:16]([O-])([OH:18])=[O:17].[OH-].[Na+]. The catalyst is CC(O)=O.CCO. The product is [NH2:1][C:5]1[C:14]2[C:9](=[C:10]([Cl:15])[CH:11]=[CH:12][CH:13]=2)[C:8]([N+:16]([O-:18])=[O:17])=[CH:7][CH:6]=1. The yield is 0.320. (5) The reactants are [CH3:1][C:2]1[CH:7]=[CH:6][C:5](OS(C(F)(F)F)(=O)=O)=[C:4]([N+:16]([O-:18])=[O:17])[CH:3]=1.[SH:19][C:20]1[CH:25]=[CH:24][C:23]([NH:26][C:27](=[O:29])[CH3:28])=[CH:22][CH:21]=1. No catalyst specified. The product is [CH3:1][C:2]1[CH:7]=[CH:6][C:5]([S:19][C:20]2[CH:21]=[CH:22][C:23]([NH:26][C:27](=[O:29])[CH3:28])=[CH:24][CH:25]=2)=[C:4]([N+:16]([O-:18])=[O:17])[CH:3]=1. The yield is 0.980. (6) The catalyst is ClCCl.CCOC(C)=O. The reactants are S(Cl)(Cl)=O.[Br:5][C:6]1[CH:11]=[CH:10][C:9]([S:12]([N:15]([CH2:17][C:18]2[S:19][CH:20]=[C:21]([C:23]([OH:25])=O)[N:22]=2)[CH3:16])(=[O:14])=[O:13])=[CH:8][CH:7]=1.C(N(CC)CC)C.[NH:33]1[C:42]2[C:37](=[CH:38][CH:39]=[CH:40][CH:41]=2)[CH2:36][CH2:35][CH2:34]1. The yield is 0.970. The product is [Br:5][C:6]1[CH:7]=[CH:8][C:9]([S:12]([N:15]([CH2:17][C:18]2[S:19][CH:20]=[C:21]([C:23]([N:33]3[C:42]4[C:37](=[CH:38][CH:39]=[CH:40][CH:41]=4)[CH2:36][CH2:35][CH2:34]3)=[O:25])[N:22]=2)[CH3:16])(=[O:13])=[O:14])=[CH:10][CH:11]=1.